From a dataset of Full USPTO retrosynthesis dataset with 1.9M reactions from patents (1976-2016). Predict the reactants needed to synthesize the given product. (1) Given the product [C:2]([O:5][C:6]([N:8]1[CH:12]2[CH2:11][CH2:10][CH:9]1[CH2:16][CH:14]([OH:15])[CH2:13]2)=[O:7])([CH3:4])([CH3:1])[CH3:3], predict the reactants needed to synthesize it. The reactants are: [CH3:1][C:2]([O:5][C:6]([N:8]1[C@@H:12]2[CH2:13][C:14]([CH2:16][C@H:9]1[CH2:10][CH2:11]2)=[O:15])=[O:7])([CH3:4])[CH3:3].[BH4-].[Na+]. (2) Given the product [NH2:13][C:11](=[O:12])[C@H:10]([NH:9][C:6]1[CH:5]=[C:4]([NH:18][C:19]2[O:23][N:22]=[C:21]([C:24]3[CH:29]=[CH:28][CH:27]=[CH:26][CH:25]=3)[CH:20]=2)[C:3]([C:1]([NH2:2])=[O:36])=[N:8][CH:7]=1)[CH2:14][CH:15]([CH3:17])[CH3:16], predict the reactants needed to synthesize it. The reactants are: [C:1]([C:3]1[N:8]=[CH:7][C:6]([NH:9][C@H:10]([CH2:14][CH:15]([CH3:17])[CH3:16])[C:11]([NH2:13])=[O:12])=[CH:5][C:4]=1[NH:18][C:19]1[O:23][N:22]=[C:21]([C:24]2[CH:29]=[CH:28][CH:27]=[CH:26][CH:25]=2)[CH:20]=1)#[N:2].[OH-].[Na+].OO.CC(O)=[O:36]. (3) Given the product [F:1][C:2]1[CH:7]=[CH:6][CH:5]=[CH:4][C:3]=1[C:8]1[N:9]([S:38]([C:37]2[N:33]([CH3:32])[N:34]=[CH:35][CH:36]=2)(=[O:40])=[O:39])[CH:10]=[C:11]([CH:13]=[O:14])[N:12]=1, predict the reactants needed to synthesize it. The reactants are: [F:1][C:2]1[CH:7]=[CH:6][CH:5]=[CH:4][C:3]=1[C:8]1[NH:9][CH:10]=[C:11]([CH:13]=[O:14])[N:12]=1.[H-].[Na+].C1OCCOCCOCCOCCOC1.[CH3:32][N:33]1[C:37]([S:38](Cl)(=[O:40])=[O:39])=[CH:36][CH:35]=[N:34]1.